From a dataset of Experimentally validated miRNA-target interactions with 360,000+ pairs, plus equal number of negative samples. Binary Classification. Given a miRNA mature sequence and a target amino acid sequence, predict their likelihood of interaction. (1) The miRNA is mmu-miR-1900 with sequence GGCCGCCCUCUCUGGUCCUUCA. The protein sequence of the target gene is MSVNTDELRHQVMINQFVLAAGCAADQAQQLLQAAHWQFETALSTFFQESNIPNSHHHPQMMCTPSNTPATPPNFPDALAMFSKLRTSEGLQSSSSSPMAAVACSPPANFSPFWAASPPNHQVPWIPPSSPNTFHLHCPQPTWPPGASQGGAPQKAMAAMDGQR. Result: 0 (no interaction). (2) The miRNA is hsa-miR-6841-5p with sequence UAGGGUACUCAGAGCAAGUUGU. The protein sequence of the target gene is MEQLSDEEIDHGAEEDSDKEDQDLDKMFGAWLGELDKLTQSLDSDKPMEPVKRSPLRQETNMANFSYRFSIYNLNEALNQGETVDLDALMADLCSIEQELSSIGSGNSKRQITETKATQKLPVSRHTLKHGTLKGLSSSSNRIAKPSHASYSLDDVTAQLEQASLSMDEAAQQSVLEDTKPLVTNQHRRTASAGTVSDAEVHSISNSSHSSITSAASSMDSLDIDKVTRPQELDLTHQGQPITEEEQAAKLKAEKIRVALEKIKEAQVKKLVIRVHMSDDSSKTMMVDERQTVRQVLDNL.... Result: 0 (no interaction). (3) The miRNA is hsa-let-7f-5p with sequence UGAGGUAGUAGAUUGUAUAGUU. The protein sequence of the target gene is MATLITSTTAATAASGPLVDYLWMLILGFIIAFVLAFSVGANDVANSFGTAVGSGVVTLKQACILASIFETVGSVLLGAKVSETIRKGLIDVEMYNSTQGLLMAGSVSAMFGSAVWQLVASFLKLPISGTHCIVGATIGFSLVAKGQEGVKWSELIKIVMSWFVSPLLSGIMSGILFFLVRAFILHKADPVPNGLRALPVFYACTVGINLFSIMYTGAPLLGFDKLPLWGTILISVGCAVFCALIVWFFVCPRMKRKIEREIKCSPSESPLMEKKNSLKEDHEETKLSVGDIENKHPVSE.... Result: 1 (interaction).